Dataset: Full USPTO retrosynthesis dataset with 1.9M reactions from patents (1976-2016). Task: Predict the reactants needed to synthesize the given product. (1) Given the product [F:10][C:11]([F:24])([F:23])[S:12]([O:15][Si:2]([CH3:9])([CH3:8])[CH3:1])(=[O:14])=[O:13], predict the reactants needed to synthesize it. The reactants are: [CH3:1][Si:2]([CH3:9])([CH3:8])N[Si:2]([CH3:9])([CH3:8])[CH3:1].[F:10][C:11]([F:24])([F:23])[S:12]([O:15]S(C(F)(F)F)(=O)=O)(=[O:14])=[O:13]. (2) Given the product [F:3][C:4]1[CH:5]=[C:6]([NH:33][C:34]([NH:36][C:37](=[O:45])[CH2:38][C:39]2[CH:40]=[CH:41][CH:42]=[CH:43][CH:44]=2)=[S:35])[CH:7]=[CH:8][C:9]=1[O:10][C:11]1[C:20]2[C:15](=[CH:16][C:17]([O:23][CH2:24][CH:25]3[CH2:32][CH:28]4[CH2:29][N:30]([CH3:48])[CH2:31][CH:27]4[CH2:26]3)=[C:18]([O:21][CH3:22])[CH:19]=2)[N:14]=[CH:13][N:12]=1, predict the reactants needed to synthesize it. The reactants are: Br.Br.[F:3][C:4]1[CH:5]=[C:6]([NH:33][C:34]([NH:36][C:37](=[O:45])[CH2:38][C:39]2[CH:44]=[CH:43][CH:42]=[CH:41][CH:40]=2)=[S:35])[CH:7]=[CH:8][C:9]=1[O:10][C:11]1[C:20]2[C:15](=[CH:16][C:17]([O:23][CH2:24][CH:25]3[CH2:32][CH:28]4[CH2:29][NH:30][CH2:31][CH:27]4[CH2:26]3)=[C:18]([O:21][CH3:22])[CH:19]=2)[N:14]=[CH:13][N:12]=1.C=O.[C:48]([O-])(O)=O.[Na+]. (3) Given the product [CH3:21][S:22]([OH:25])(=[O:24])=[O:23].[C:14]1([CH2:13][CH:12]2[NH:8][CH2:9][C:10](=[O:20])[CH2:11]2)[CH:15]=[CH:16][CH:17]=[CH:18][CH:19]=1, predict the reactants needed to synthesize it. The reactants are: C1(C[N:8]2[CH:12]([CH2:13][C:14]3[CH:19]=[CH:18][CH:17]=[CH:16][CH:15]=3)[CH2:11][C:10](=[O:20])[CH2:9]2)C=CC=CC=1.[CH3:21][S:22]([OH:25])(=[O:24])=[O:23]. (4) Given the product [CH:30]1([CH2:29][CH:28]([N:4]2[C:3](=[O:15])[CH:2]=[C:7]([O:24][C:18]3[CH:19]=[C:20]([F:23])[CH:21]=[CH:22][C:17]=3[F:16])[CH:6]=[N:5]2)[C:27]([OH:26])=[O:36])[CH2:34][CH2:33][CH2:32][CH2:31]1, predict the reactants needed to synthesize it. The reactants are: Cl[C:2]1[C:3](=[O:15])[N:4](C2CCCCO2)[N:5]=[CH:6][C:7]=1Cl.[F:16][C:17]1[CH:22]=[CH:21][C:20]([F:23])=[CH:19][C:18]=1[OH:24].C[O:26][C:27](=[O:36])[CH:28](Br)[CH2:29][CH:30]1[CH2:34][CH2:33][CH2:32][CH2:31]1.